From a dataset of CYP2D6 inhibition data for predicting drug metabolism from PubChem BioAssay. Regression/Classification. Given a drug SMILES string, predict its absorption, distribution, metabolism, or excretion properties. Task type varies by dataset: regression for continuous measurements (e.g., permeability, clearance, half-life) or binary classification for categorical outcomes (e.g., BBB penetration, CYP inhibition). Dataset: cyp2d6_veith. (1) The molecule is CC(C)N[C@@H](C)Cc1ccc(I)cc1. The result is 1 (inhibitor). (2) The drug is CCCCOC1(c2ccccc2)OC(=O)c2ccccc21. The result is 0 (non-inhibitor).